Dataset: Catalyst prediction with 721,799 reactions and 888 catalyst types from USPTO. Task: Predict which catalyst facilitates the given reaction. Reactant: F[C:2]1[CH:3]=[C:4]([CH:29]=[CH:30][C:31]=1F)[CH2:5][N:6]1[C:15](=[O:16])[C:14]2[C:9](=[CH:10][CH:11]=[C:12]([C:17]#[C:18][CH2:19][C:20]3[CH:25]=[CH:24][C:23](F)=[CH:22][CH:21]=3)[CH:13]=2)[N:8]([CH3:27])[C:7]1=[O:28].C(Cl)(=O)[C:34]([Cl:36])=[O:35]. Product: [CH3:27][N:8]1[C:9]2[C:14](=[CH:13][C:12]([C:17]#[C:18][CH2:19][C:20]3[CH:25]=[CH:24][CH:23]=[CH:22][CH:21]=3)=[CH:11][CH:10]=2)[C:15](=[O:16])[N:6]([CH2:5][C:4]2[CH:29]=[CH:30][C:31]([C:34]([Cl:36])=[O:35])=[CH:2][CH:3]=2)[C:7]1=[O:28]. The catalyst class is: 120.